The task is: Predict which catalyst facilitates the given reaction.. This data is from Catalyst prediction with 721,799 reactions and 888 catalyst types from USPTO. (1) Reactant: [C:1]1([N:7]2[C:15]3[CH2:14][CH2:13][CH2:12][CH:11]([CH2:16][C:17](OCC)=[O:18])[C:10]=3[CH:9]=[N:8]2)[CH:6]=[CH:5][CH:4]=[CH:3][CH:2]=1.[H-].[Li+].[Al+3].[H-].[H-].[H-].[OH-].[Na+]. Product: [C:1]1([N:7]2[C:15]3[CH2:14][CH2:13][CH2:12][CH:11]([CH2:16][CH2:17][OH:18])[C:10]=3[CH:9]=[N:8]2)[CH:2]=[CH:3][CH:4]=[CH:5][CH:6]=1. The catalyst class is: 1. (2) Reactant: [NH2:1][C:2]1[N:7]=[CH:6][C:5]2[C:8]([C:11]3[CH2:12][CH2:13][N:14]([C:17]([NH2:19])=[O:18])[CH2:15][CH:16]=3)=[CH:9][O:10][C:4]=2[C:3]=1[O:20][C@@H:21]([C:23]1[C:28]([Cl:29])=[CH:27][CH:26]=[C:25]([F:30])[C:24]=1[Cl:31])[CH3:22].CCOC(C)=O. Product: [NH2:1][C:2]1[N:7]=[CH:6][C:5]2[C:8]([CH:11]3[CH2:12][CH2:13][N:14]([C:17]([NH2:19])=[O:18])[CH2:15][CH2:16]3)=[CH:9][O:10][C:4]=2[C:3]=1[O:20][C@@H:21]([C:23]1[C:28]([Cl:29])=[CH:27][CH:26]=[C:25]([F:30])[C:24]=1[Cl:31])[CH3:22]. The catalyst class is: 43.